From a dataset of Full USPTO retrosynthesis dataset with 1.9M reactions from patents (1976-2016). Predict the reactants needed to synthesize the given product. (1) The reactants are: [CH2:1]([O:8][C:9]1[C:14](Br)=[CH:13][C:12](Br)=[CH:11][C:10]=1[CH2:17][C:18]([O:20][CH3:21])=[O:19])[C:2]1[CH:7]=[CH:6][CH:5]=[CH:4][CH:3]=1.[CH:22](/B1OC(C)(C)C(C)(C)O1)=[CH:23]\[CH2:24][CH2:25][CH3:26]. Given the product [CH2:1]([O:8][C:9]1[C:14](/[CH:1]=[CH:2]/[CH2:3][CH2:4][CH3:5])=[CH:13][C:12](/[CH:22]=[CH:23]/[CH2:24][CH2:25][CH3:26])=[CH:11][C:10]=1[CH2:17][C:18]([O:20][CH3:21])=[O:19])[C:2]1[CH:7]=[CH:6][CH:5]=[CH:4][CH:3]=1, predict the reactants needed to synthesize it. (2) Given the product [Cl:30][CH2:29][CH2:28][CH2:27][CH2:26][CH:21]([C:16]1[CH:17]=[CH:18][C:19]([Cl:20])=[C:14]([Cl:13])[CH:15]=1)[C:22]([OH:24])=[O:23], predict the reactants needed to synthesize it. The reactants are: C(NC(C)C)(C)C.C([Li])CCC.[Cl:13][C:14]1[CH:15]=[C:16]([CH2:21][C:22]([OH:24])=[O:23])[CH:17]=[CH:18][C:19]=1[Cl:20].Br[CH2:26][CH2:27][CH2:28][CH2:29][Cl:30]. (3) Given the product [C:5]([O:4][C:3](=[O:9])[N:2]([CH:10]1[CH2:15][CH2:14][CH:13]([N:16]([C:37]([C:36]2[S:35][C:34]3[C:40]([F:45])=[CH:41][CH:42]=[C:43]([F:44])[C:33]=3[C:32]=2[Cl:31])=[O:38])[CH2:17][C:18]2[CH:23]=[C:22]([C:24]3[CH:25]=[CH:26][N:27]=[CH:28][CH:29]=3)[CH:21]=[CH:20][C:19]=2[CH3:30])[CH2:12][CH2:11]1)[CH3:1])([CH3:8])([CH3:7])[CH3:6], predict the reactants needed to synthesize it. The reactants are: [CH3:1][N:2]([CH:10]1[CH2:15][CH2:14][CH:13]([NH:16][CH2:17][C:18]2[CH:23]=[C:22]([C:24]3[CH:29]=[CH:28][N:27]=[CH:26][CH:25]=3)[CH:21]=[CH:20][C:19]=2[CH3:30])[CH2:12][CH2:11]1)[C:3](=[O:9])[O:4][C:5]([CH3:8])([CH3:7])[CH3:6].[Cl:31][C:32]1[C:33]2[C:43]([F:44])=[CH:42][CH:41]=[C:40]([F:45])[C:34]=2[S:35][C:36]=1[C:37](Cl)=[O:38]. (4) The reactants are: C([O:3][C:4]([C:6]1[S:15][C:14]2[NH:13][C:12]3[CH:16]=[CH:17][CH:18]=[CH:19][C:11]=3[N:10]=[C:9]([N:20]3[CH2:25][CH2:24][N:23](C)[C@@H:22]([CH2:27][CH2:28][O:29][CH3:30])[CH2:21]3)[C:8]=2[N:7]=1)=O)C.[H-].[H-].[H-].[H-].[Li+].[Al+3].[OH-].[Na+]. Given the product [CH3:30][O:29][CH2:28][CH2:27][C@@H:22]1[NH:23][CH2:24][CH2:25][N:20]([C:9]2[C:8]3[N:7]=[C:6]([CH2:4][OH:3])[S:15][C:14]=3[NH:13][C:12]3[CH:16]=[CH:17][CH:18]=[CH:19][C:11]=3[N:10]=2)[CH2:21]1, predict the reactants needed to synthesize it.